Dataset: Reaction yield outcomes from USPTO patents with 853,638 reactions. Task: Predict the reaction yield, written as a fraction of the theoretical maximum amount of product (1.0 means a 100% yield; for example, 0.34 means a 34% yield). (1) The reactants are [C:1]([NH:4][C:5]1[S:6][C:7]([CH2:10][N:11]2[CH2:16][CH2:15][CH:14]([C:17]3[CH:27]=[CH:26][CH:25]=[CH:24][C:18]=3[C:19]([O:21]CC)=[O:20])[CH2:13][CH2:12]2)=[CH:8][N:9]=1)(=[O:3])[CH3:2].C(C1SC(NC(=O)C)=NC=1)=O.C(OC(N1CC=C(C2C=CC=CC=2C(OCC)=O)CC1)=O)(C)(C)C.O[Li].O.C(O)(=O)CC(CC(O)=O)(C(O)=O)O. The catalyst is C1COCC1.CO.O. The product is [C:1]([NH:4][C:5]1[S:6][C:7]([CH2:10][N:11]2[CH2:12][CH2:13][CH:14]([C:17]3[CH:27]=[CH:26][CH:25]=[CH:24][C:18]=3[C:19]([OH:21])=[O:20])[CH2:15][CH2:16]2)=[CH:8][N:9]=1)(=[O:3])[CH3:2]. The yield is 0.100. (2) The reactants are [CH2:1]([S:8][CH:9]([CH:38](OC)[O:39]C)[CH2:10][NH:11][C:12]([C:14]1[NH:15][C:16]2[C:21]([CH:22]=1)=[CH:20][C:19]([O:23][CH2:24][CH2:25][O:26][CH3:27])=[CH:18][C:17]=2[NH:28][S:29]([C:32]1[CH:37]=[CH:36][CH:35]=[CH:34][N:33]=1)(=[O:31])=[O:30])=[O:13])[C:2]1[CH:7]=[CH:6][CH:5]=[CH:4][CH:3]=1.CC(C)=O. The catalyst is O. The product is [CH2:1]([S:8][CH:9]([CH:38]=[O:39])[CH2:10][NH:11][C:12]([C:14]1[NH:15][C:16]2[C:21]([CH:22]=1)=[CH:20][C:19]([O:23][CH2:24][CH2:25][O:26][CH3:27])=[CH:18][C:17]=2[NH:28][S:29]([C:32]1[CH:37]=[CH:36][CH:35]=[CH:34][N:33]=1)(=[O:30])=[O:31])=[O:13])[C:2]1[CH:7]=[CH:6][CH:5]=[CH:4][CH:3]=1. The yield is 0.750. (3) The reactants are [C:1]([N:4]1[CH2:8][C@H:7]([NH:9][S:10]([C:13]2[CH:18]=[CH:17][C:16]([O:19][CH2:20][C:21]3[C:30]4[C:25](=[CH:26][CH:27]=[CH:28][CH:29]=4)[N:24]=[C:23]([CH3:31])[CH:22]=3)=[CH:15][CH:14]=2)(=[O:12])=[O:11])[C@H:6]([C:32]([OH:34])=O)[CH2:5]1)(=[O:3])[CH3:2].[NH2:35][OH:36]. No catalyst specified. The product is [C:1]([N:4]1[CH2:8][C@H:7]([NH:9][S:10]([C:13]2[CH:18]=[CH:17][C:16]([O:19][CH2:20][C:21]3[C:30]4[C:25](=[CH:26][CH:27]=[CH:28][CH:29]=4)[N:24]=[C:23]([CH3:31])[CH:22]=3)=[CH:15][CH:14]=2)(=[O:11])=[O:12])[C@H:6]([C:32]([NH:35][OH:36])=[O:34])[CH2:5]1)(=[O:3])[CH3:2]. The yield is 0.410.